This data is from Reaction yield outcomes from USPTO patents with 853,638 reactions. The task is: Predict the reaction yield, written as a fraction of the theoretical maximum amount of product (1.0 means a 100% yield; for example, 0.34 means a 34% yield). (1) The reactants are [CH2:1]([C:3]1[CH:11]=[CH:10][C:9]2[NH:8][C:7]3[CH2:12][CH2:13][N:14]([CH3:16])[CH2:15][C:6]=3[C:5]=2[CH:4]=1)[CH3:2].[OH-].[K+].[CH3:19][C:20]1[N:25]=[CH:24][C:23]([CH:26]=[CH2:27])=[CH:22][N:21]=1. The catalyst is CN1CCCC1=O.O. The product is [CH2:1]([C:3]1[CH:11]=[CH:10][C:9]2[N:8]([CH2:27][CH2:26][C:23]3[CH:22]=[N:21][C:20]([CH3:19])=[N:25][CH:24]=3)[C:7]3[CH2:12][CH2:13][N:14]([CH3:16])[CH2:15][C:6]=3[C:5]=2[CH:4]=1)[CH3:2]. The yield is 0.200. (2) The reactants are [H-].[Na+].[Br-].[CH:4]1[C:13]2[C:8](=[CH:9][CH:10]=[CH:11][CH:12]=2)[CH:7]=[CH:6][C:5]=1[CH2:14][P+](C1C=CC=CC=1)(C1C=CC=CC=1)C1C=CC=CC=1.[PH4+].[C:35]([N:42]1[CH2:47][CH2:46][CH2:45][CH2:44][C:43]1=O)([O:37][C:38]([CH3:41])([CH3:40])[CH3:39])=[O:36]. The catalyst is CS(C)=O.O. The product is [C:38]([O:37][C:35]([N:42]1[CH2:47][CH2:46][C:45](=[CH:14][C:5]2[CH:6]=[CH:7][C:8]3[C:13](=[CH:12][CH:11]=[CH:10][CH:9]=3)[CH:4]=2)[CH2:44][CH2:43]1)=[O:36])([CH3:41])([CH3:39])[CH3:40]. The yield is 0.800. (3) The reactants are [CH:1](=[N:8]/[C:9]1[CH:17]=[C:16]([Cl:18])[CH:15]=[C:14]2[C:10]=1[CH2:11][O:12][C:13]2=[O:19])\[C:2]1[CH:7]=[CH:6][CH:5]=[CH:4][CH:3]=1.[CH3:20][N:21]1[CH:25]=[CH:24][N:23]=[C:22]1[CH:26]=O.[O-:28][CH2:29][CH3:30].[Na+]. The catalyst is C(OCC)(=O)CC. The product is [Cl:18][C:16]1[CH:15]=[C:14]([C:13]([O:12][CH2:11][CH3:10])=[O:19])[C:30]2[C:29](=[O:28])[CH:26]([C:22]3[N:21]([CH3:20])[CH:25]=[CH:24][N:23]=3)[CH:1]([C:2]3[CH:3]=[CH:4][CH:5]=[CH:6][CH:7]=3)[NH:8][C:9]=2[CH:17]=1. The yield is 0.150. (4) The reactants are C1C=CC(P(C2C=CC=CC=2)C2C=CC=CC=2)=CC=1.[Cl:20]N1C(=O)CCC1=O.[CH2:28](O)[CH2:29][CH2:30][CH2:31][CH2:32][CH2:33][CH2:34][CH2:35][CH:36]=[CH2:37]. The catalyst is C1COCC1. The product is [Cl:20][CH2:28][CH2:29][CH2:30][CH2:31][CH2:32][CH2:33][CH2:34][CH2:35][CH:36]=[CH2:37]. The yield is 0.800. (5) The reactants are [CH3:1][C:2]([CH3:15])=[CH:3][C:4]1[CH:12]=[CH:11][CH:10]=[C:9]2[C:5]=1[C:6](=O)[C:7](=[O:13])[NH:8]2.IC1C=CC=C2C=1C(=O)C(=O)N2.CC(=C)C.[CH:32]1[C:37]([NH:38][NH2:39])=[CH:36][CH:35]=[C:34]([S:40]([NH2:43])(=[O:42])=[O:41])[CH:33]=1.Cl. No catalyst specified. The product is [CH3:1][C:2]([CH3:15])=[CH:3][C:4]1[CH:12]=[CH:11][CH:10]=[C:9]2[C:5]=1[C:6](=[N:39][NH:38][C:37]1[CH:36]=[CH:35][C:34]([S:40]([NH2:43])(=[O:41])=[O:42])=[CH:33][CH:32]=1)[C:7](=[O:13])[NH:8]2. The yield is 0.510. (6) The reactants are Br[C:2]1[C:3]([Cl:32])=[CH:4][C:5]([O:30][CH3:31])=[C:6]([NH:8][C@@H:9]([CH3:29])[C:10]([N:12]2[CH2:17][CH2:16][N:15]([CH:18]3[CH2:21][N:20]([C:22]([O:24][C:25]([CH3:28])([CH3:27])[CH3:26])=[O:23])[CH2:19]3)[CH2:14][CH2:13]2)=[O:11])[CH:7]=1.[Zn](CC)[CH2:34][CH3:35]. The catalyst is C1COCC1.C1C=CC(P(C2C=CC=CC=2)[C-]2C=CC=C2)=CC=1.C1C=CC(P(C2C=CC=CC=2)[C-]2C=CC=C2)=CC=1.Cl[Pd]Cl.[Fe+2]. The product is [Cl:32][C:3]1[C:2]([CH2:34][CH3:35])=[CH:7][C:6]([NH:8][C@@H:9]([CH3:29])[C:10]([N:12]2[CH2:13][CH2:14][N:15]([CH:18]3[CH2:19][N:20]([C:22]([O:24][C:25]([CH3:28])([CH3:26])[CH3:27])=[O:23])[CH2:21]3)[CH2:16][CH2:17]2)=[O:11])=[C:5]([O:30][CH3:31])[CH:4]=1. The yield is 0.690.